This data is from Full USPTO retrosynthesis dataset with 1.9M reactions from patents (1976-2016). The task is: Predict the reactants needed to synthesize the given product. (1) Given the product [CH3:16][C:17]([CH3:33])([CH3:32])[C:18]([NH:20][C:21]1[CH:30]=[CH:29][CH:28]=[C:27]([O:6][S:3]([C:2]([F:15])([F:14])[F:1])(=[O:5])=[O:4])[C:22]=1[C:23]([O:25][CH3:26])=[O:24])=[O:19], predict the reactants needed to synthesize it. The reactants are: [F:1][C:2]([F:15])([F:14])[S:3]([O:6]S(C(F)(F)F)(=O)=O)(=[O:5])=[O:4].[CH3:16][C:17]([CH3:33])([CH3:32])[C:18]([NH:20][C:21]1[CH:30]=[CH:29][CH:28]=[C:27](O)[C:22]=1[C:23]([O:25][CH3:26])=[O:24])=[O:19].N1C=CC=CC=1. (2) Given the product [SH:68][C@H:66]1[CH2:65][N:64]([S:88]([C:91]2[CH:100]=[CH:99][C:98]3[C:93](=[CH:94][CH:95]=[CH:96][CH:97]=3)[CH:92]=2)(=[O:89])=[O:90])[C@H:63]([CH2:62][N:61]2[C:57]([CH3:56])=[C:58]([C:1](=[O:4])[CH3:10])[N:59]=[N:60]2)[CH2:67]1, predict the reactants needed to synthesize it. The reactants are: [C:1](=[O:4])([O-])[O-].[K+].[K+].N([CH2:10][C@@H]1C[C@@H](SC(C2C=CC=CC=2)(C2C=CC=CC=2)C2C=CC=CC=2)CN1S(C1C=CC2C(=CC=CC=2)C=1)(=O)=O)=[N+]=[N-].C(CC(=O)C)(=O)C.[CH3:56][C:57]1[N:61]([CH2:62][C@@H:63]2[CH2:67][C@@H:66]([S:68]C(C3C=CC=CC=3)(C3C=CC=CC=3)C3C=CC=CC=3)[CH2:65][N:64]2[S:88]([C:91]2[CH:100]=[CH:99][C:98]3[C:93](=[CH:94][CH:95]=[CH:96][CH:97]=3)[CH:92]=2)(=[O:90])=[O:89])[N:60]=[N:59][C:58]=1C(=O)C.C(O)(C(F)(F)F)=O.C([SiH](CC)CC)C.C([O-])(O)=O.[Na+]. (3) Given the product [Cl:15][C:16]1[CH:21]=[C:20]([N+:22]([O-:24])=[O:23])[CH:19]=[C:18]([Cl:25])[C:17]=1[CH:8]([C:5]1[CH:6]=[CH:7][C:2]([Cl:1])=[C:3]([C:11]([F:12])([F:13])[F:14])[CH:4]=1)[C:9]#[N:10], predict the reactants needed to synthesize it. The reactants are: [Cl:1][C:2]1[CH:7]=[CH:6][C:5]([CH2:8][C:9]#[N:10])=[CH:4][C:3]=1[C:11]([F:14])([F:13])[F:12].[Cl:15][C:16]1[CH:21]=[C:20]([N+:22]([O-:24])=[O:23])[CH:19]=[C:18]([Cl:25])[C:17]=1Cl.Cl. (4) Given the product [CH2:6]([N:7]1[CH:11]=[C:10]([NH:12][C:13]([C:15]2[C:23]3[CH2:22][CH2:21][C:20]4([CH2:35][O:36][CH2:24]4)[CH2:19][C:18]=3[NH:17][N:16]=2)=[O:14])[CH:9]=[N:8]1)[C:5]1[CH:29]=[CH:30][CH:31]=[CH:3][CH:4]=1, predict the reactants needed to synthesize it. The reactants are: C([C:3]1[CH:4]=[C:5]([CH:29]=[CH:30][CH:31]=1)[CH2:6][N:7]1[CH:11]=[C:10]([NH:12][C:13]([C:15]2[C:23]3[CH2:22][CH2:21][CH:20]([C:24]4C=NNC=4)[CH2:19][C:18]=3[NH:17][N:16]=2)=[O:14])[CH:9]=[N:8]1)#N.C[Si](C)(C)C[CH2:35][O:36]CN1C2CC3(COC3)CCC=2C(C(O)=O)=N1.NC1C=NN(CC2C=C(C=CC=2)C#N)C=1.C(N1C=C(N)C=N1)C1C=CC=CC=1. (5) The reactants are: [C:1]([C:3]1[C:8]([C:9]2[CH:14]=[CH:13][C:12]([F:15])=[CH:11][CH:10]=2)=[CH:7][C:6]([N:16]2[C:20](=[O:21])[C:19]([CH3:23])([CH3:22])[N:18]([CH2:24][C:25]3[CH:30]=[CH:29][C:28]([F:31])=[CH:27][C:26]=3[NH:32][C:33]3[CH:38]=[CH:37][C:36]([C:39]([CH3:54])([C:47]([O:49]C(C)(C)C)=[O:48])[C:40]([O:42]C(C)(C)C)=[O:41])=[CH:35][CH:34]=3)[C:17]2=[O:55])=[CH:5][CH:4]=1)#[N:2].Cl. Given the product [C:1]([C:3]1[C:8]([C:9]2[CH:10]=[CH:11][C:12]([F:15])=[CH:13][CH:14]=2)=[CH:7][C:6]([N:16]2[C:20](=[O:21])[C:19]([CH3:23])([CH3:22])[N:18]([CH2:24][C:25]3[CH:30]=[CH:29][C:28]([F:31])=[CH:27][C:26]=3[NH:32][C:33]3[CH:38]=[CH:37][C:36]([C:39]([CH3:54])([C:47]([OH:49])=[O:48])[C:40]([OH:42])=[O:41])=[CH:35][CH:34]=3)[C:17]2=[O:55])=[CH:5][CH:4]=1)#[N:2], predict the reactants needed to synthesize it. (6) The reactants are: [O:1]1[CH2:6][CH2:5][N:4]([C:7]2[N:12]=[C:11]([N:13]3[CH2:18][CH2:17][O:16][CH2:15][CH2:14]3)[N:10]=[C:9]([C:19]3[CH:24]=[CH:23][C:22]([NH:25][C:26](=[O:37])[NH:27][C:28]4[CH:36]=[CH:35][C:31]([C:32](O)=[O:33])=[CH:30][CH:29]=4)=[CH:21][CH:20]=3)[N:8]=2)[CH2:3][CH2:2]1.CCN(C(C)C)C(C)C.CN(C(ON1N=NC2C=CC=CC1=2)=[N+](C)C)C.F[P-](F)(F)(F)(F)F.[CH3:71][N:72]([CH3:79])[CH:73]1[CH2:78][CH2:77][NH:76][CH2:75][CH2:74]1. Given the product [CH3:71][N:72]([CH3:79])[CH:73]1[CH2:78][CH2:77][N:76]([C:32]([C:31]2[CH:35]=[CH:36][C:28]([NH:27][C:26]([NH:25][C:22]3[CH:21]=[CH:20][C:19]([C:9]4[N:10]=[C:11]([N:13]5[CH2:18][CH2:17][O:16][CH2:15][CH2:14]5)[N:12]=[C:7]([N:4]5[CH2:3][CH2:2][O:1][CH2:6][CH2:5]5)[N:8]=4)=[CH:24][CH:23]=3)=[O:37])=[CH:29][CH:30]=2)=[O:33])[CH2:75][CH2:74]1, predict the reactants needed to synthesize it.